This data is from Reaction yield outcomes from USPTO patents with 853,638 reactions. The task is: Predict the reaction yield, written as a fraction of the theoretical maximum amount of product (1.0 means a 100% yield; for example, 0.34 means a 34% yield). (1) The reactants are [CH2:1]([C@H:3]1[C@H:8]([NH:9][C@H:10]([C:12]2[CH:17]=[CH:16][CH:15]=[CH:14][CH:13]=2)[CH3:11])[CH2:7][CH2:6][NH:5][CH2:4]1)[CH3:2].C(N(C(C)C)CC)(C)C.[C:27](O[C:27]([O:29][C:30]([CH3:33])([CH3:32])[CH3:31])=[O:28])([O:29][C:30]([CH3:33])([CH3:32])[CH3:31])=[O:28]. The catalyst is ClCCl. The product is [CH2:1]([C@H:3]1[C@H:8]([NH:9][C@H:10]([C:12]2[CH:13]=[CH:14][CH:15]=[CH:16][CH:17]=2)[CH3:11])[CH2:7][CH2:6][N:5]([C:27]([O:29][C:30]([CH3:33])([CH3:32])[CH3:31])=[O:28])[CH2:4]1)[CH3:2]. The yield is 0.679. (2) The reactants are [C:1](=[O:4])([O-])N.[CH3:5][O:6][C:7](=[O:20])[NH:8][C:9]1[S:10][C:11]2[CH:17]=[CH:16][CH:15]=[C:14]([O:18][CH3:19])[C:12]=2[N:13]=1. The product is [CH3:5][O:6][C:7](=[O:20])[NH:8][C:9]1[S:10][C:11]2[C:17]([N:13]3[CH2:9][CH2:1][O:4][CH2:11][CH2:12]3)=[CH:16][CH:15]=[C:14]([O:18][CH3:19])[C:12]=2[N:13]=1. The yield is 0.580. No catalyst specified. (3) The reactants are [CH3:1][C:2]1[N:7]=[C:6]([C:8]2[CH:13]=[CH:12][CH:11]=[CH:10][C:9]=2[O:14]C)[N:5]([CH2:16][CH2:17][C:18]2[CH:23]=[CH:22][CH:21]=[CH:20][CH:19]=2)[C:4](=[O:24])[C:3]=1[C:25]1[S:26][CH:27]=[CH:28][CH:29]=1.CC(O)=O.Br. The catalyst is ClCCl. The product is [OH:14][C:9]1[CH:10]=[CH:11][CH:12]=[CH:13][C:8]=1[C:6]1[N:5]([CH2:16][CH2:17][C:18]2[CH:23]=[CH:22][CH:21]=[CH:20][CH:19]=2)[C:4](=[O:24])[C:3]([C:25]2[S:26][CH:27]=[CH:28][CH:29]=2)=[C:2]([CH3:1])[N:7]=1. The yield is 0.280. (4) The reactants are [CH3:1][N:2]1[C:6](=[O:7])[CH2:5][NH:4][C:3]1=[O:8].[C:9]([C:13]1[CH:20]=[CH:19][C:16]([CH:17]=O)=[CH:15][CH:14]=1)([CH3:12])([CH3:11])[CH3:10].N1CCCCC1.C(O)(=O)C. The catalyst is C(O)CCC. The product is [C:9]([C:13]1[CH:14]=[CH:15][C:16]([CH:17]=[C:5]2[NH:4][C:3](=[O:8])[N:2]([CH3:1])[C:6]2=[O:7])=[CH:19][CH:20]=1)([CH3:12])([CH3:10])[CH3:11]. The yield is 0.681. (5) The reactants are [N+:1]([C:4]1[CH:5]=[N:6][N:7]([CH2:9][C:10]([OH:12])=O)[CH:8]=1)([O-:3])=[O:2].[NH2:13][C:14]1[CH:19]=[CH:18][CH:17]=[CH:16][CH:15]=1.C(Cl)CCl.C1C=CC2N(O)N=NC=2C=1.CN1CCOCC1. The catalyst is C(Cl)Cl. The product is [N+:1]([C:4]1[CH:5]=[N:6][N:7]([CH2:9][C:10]([NH:13][C:14]2[CH:19]=[CH:18][CH:17]=[CH:16][CH:15]=2)=[O:12])[CH:8]=1)([O-:3])=[O:2]. The yield is 0.690. (6) The reactants are [CH3:1][O:2][C:3]1[CH:19]=[CH:18][CH:17]=[CH:16][C:4]=1[CH2:5][CH2:6][N:7]=[C:8]1[N:13]=[CH:12][C:11]([CH3:15])([CH3:14])[CH2:10][S:9]1.[CH2:20]([N:22]([CH2:25]C)CC)[CH3:21].ClCCl.C(Cl)(=[S:34])OCC. The catalyst is O. The product is [CH3:1][O:2][C:3]1[CH:19]=[CH:18][CH:17]=[CH:16][C:4]=1[CH2:5][CH2:6][N:7]=[C:8]1[N:13]([C:25](=[S:34])[NH:22][CH2:20][CH3:21])[CH2:12][C:11]([CH3:15])([CH3:14])[CH2:10][S:9]1. The yield is 0.600. (7) The reactants are [C:1]([C:4]1[CH:9]=[CH:8][CH:7]=[CH:6][C:5]=1[NH:10][C:11]([C:13]1[CH:18]=[C:17]([NH:19][CH2:20][CH2:21][N:22]([CH3:24])[CH3:23])[N:16]=[C:15]([C:25]2[CH:30]=[CH:29][CH:28]=[CH:27][CH:26]=2)[N:14]=1)=[O:12])(=[O:3])[CH3:2].[BH4-].[Na+]. The catalyst is C(O)C.O1CCCC1. The product is [CH3:24][N:22]([CH3:23])[CH2:21][CH2:20][NH:19][C:17]1[N:16]=[C:15]([C:25]2[CH:26]=[CH:27][CH:28]=[CH:29][CH:30]=2)[N:14]=[C:13]([C:11]([NH:10][C:5]2[CH:6]=[CH:7][CH:8]=[CH:9][C:4]=2[CH:1]([OH:3])[CH3:2])=[O:12])[CH:18]=1. The yield is 0.690. (8) The reactants are C[C@@:2]1([O:10][CH2:9][C@H:8]([N:11]([CH2:19][C:20]2[CH:25]=[CH:24][CH:23]=[CH:22][CH:21]=2)[CH2:12][C:13]2[CH:18]=[CH:17][CH:16]=[CH:15][CH:14]=2)[CH2:7][CH2:6]1)[C:3]([OH:5])=[O:4].[CH2:12]([N:11]([CH2:19][C:20]1[CH:21]=[CH:22][CH:23]=[CH:24][CH:25]=1)[C@H:8]1[CH2:9][O:10][C@H:2]([C:3]([O:5]C)=[O:4])[CH2:6][CH2:7]1)[C:13]1[CH:14]=[CH:15][CH:16]=[CH:17][CH:18]=1.[OH-].[Na+]. The catalyst is CO. The product is [CH2:19]([N:11]([CH2:12][C:13]1[CH:14]=[CH:15][CH:16]=[CH:17][CH:18]=1)[C@H:8]1[CH2:9][O:10][C@H:2]([C:3]([OH:5])=[O:4])[CH2:6][CH2:7]1)[C:20]1[CH:25]=[CH:24][CH:23]=[CH:22][CH:21]=1. The yield is 1.00. (9) The reactants are [CH2:1]([N:4]1[CH2:9][CH2:8][O:7][C:6]2[CH:10]=[CH:11][C:12]([C:15]3[N:20]4[N:21]=[C:22]([C:24]([O:26]CC)=[O:25])[CH:23]=[C:19]4[N:18]=[C:17]([CH3:29])[C:16]=3[C@H:30]([O:36][C:37]([CH3:40])([CH3:39])[CH3:38])[C:31]([O:33][CH2:34][CH3:35])=[O:32])=[C:13]([Cl:14])[C:5]1=2)[CH:2]=[CH2:3].[OH-].[Na+]. The catalyst is CCO. The product is [CH2:1]([N:4]1[CH2:9][CH2:8][O:7][C:6]2[CH:10]=[CH:11][C:12]([C:15]3[N:20]4[N:21]=[C:22]([C:24]([OH:26])=[O:25])[CH:23]=[C:19]4[N:18]=[C:17]([CH3:29])[C:16]=3[C@H:30]([O:36][C:37]([CH3:38])([CH3:40])[CH3:39])[C:31]([O:33][CH2:34][CH3:35])=[O:32])=[C:13]([Cl:14])[C:5]1=2)[CH:2]=[CH2:3]. The yield is 0.750.